From a dataset of Reaction yield outcomes from USPTO patents with 853,638 reactions. Predict the reaction yield, written as a fraction of the theoretical maximum amount of product (1.0 means a 100% yield; for example, 0.34 means a 34% yield). (1) The reactants are [Br:1][C:2]1[CH:7]=[CH:6][C:5]([C:8](=O)[CH:9]=[C:10]([C:15]2[CH:20]=[C:19]([Cl:21])[CH:18]=[C:17]([Cl:22])[CH:16]=2)[C:11]([F:14])([F:13])[F:12])=[C:4]([CH3:24])[CH:3]=1.Cl.[NH2:26][OH:27]. The catalyst is N1C=CC=CC=1. The product is [Br:1][C:2]1[CH:7]=[CH:6][C:5]([C:8]2[CH2:9][C:10]([C:15]3[CH:20]=[C:19]([Cl:21])[CH:18]=[C:17]([Cl:22])[CH:16]=3)([C:11]([F:14])([F:13])[F:12])[O:27][N:26]=2)=[C:4]([CH3:24])[CH:3]=1. The yield is 0.240. (2) The reactants are C([Mg]Br)(C)C.C([Li])CCC.[C:11]([C:15]1[N:19]([CH3:20])[N:18]([CH2:21][CH:22]2[CH2:24][CH2:23]2)/[C:17](=[N:25]/[C:26](=[O:38])[C:27]2[CH:32]=[C:31]([C:33]([F:36])([F:35])[F:34])[CH:30]=[CH:29][C:28]=2F)/[CH:16]=1)([CH3:14])([CH3:13])[CH3:12].CN([CH:42]=[O:43])C. The catalyst is C1COCC1.C(N(CC)CC)C.CO.C(OCC)(=O)C. The product is [C:11]([C:15]1[N:19]([CH3:20])[N:18]([CH2:21][CH:22]2[CH2:24][CH2:23]2)/[C:17](=[N:25]/[C:26](=[O:38])[C:27]2[CH:32]=[C:31]([C:33]([F:34])([F:36])[F:35])[CH:30]=[CH:29][C:28]=2[CH:42]=[O:43])/[CH:16]=1)([CH3:13])([CH3:14])[CH3:12]. The yield is 0.930. (3) The reactants are [CH3:1][O:2][C:3]([C:5]1[N:6]=[CH:7][C:8]([N:11]2[CH2:16][CH2:15][NH:14][CH2:13][C@H:12]2[CH3:17])=[N:9][CH:10]=1)=[O:4].[CH2:18]([C:25]1[C:34]2[C:29](=[CH:30][CH:31]=[CH:32][CH:33]=2)[C:28](Cl)=[N:27][N:26]=1)[C:19]1[CH:24]=[CH:23][CH:22]=[CH:21][CH:20]=1.C(N(CC)CC)C. The catalyst is CN1C(=O)CCC1. The product is [CH3:1][O:2][C:3]([C:5]1[N:6]=[CH:7][C:8]([N:11]2[CH2:16][CH2:15][N:14]([C:28]3[C:29]4[C:34](=[CH:33][CH:32]=[CH:31][CH:30]=4)[C:25]([CH2:18][C:19]4[CH:24]=[CH:23][CH:22]=[CH:21][CH:20]=4)=[N:26][N:27]=3)[CH2:13][C@H:12]2[CH3:17])=[N:9][CH:10]=1)=[O:4]. The yield is 0.180. (4) The reactants are O.[O:2]=[CH:3][C@@H:4]([C@H:6]([C@@H:8]([C@@H:10]([CH2:12][OH:13])[OH:11])[OH:9])[OH:7])[OH:5].[C:14]([O-:26])(=[O:25])[CH2:15][C:16]([CH2:21][C:22]([O-:24])=[O:23])([C:18]([O-:20])=[O:19])[OH:17].[NH4+:27].[NH4+].[NH4+]. No catalyst specified. The product is [C:14]([O-:26])(=[O:25])[CH2:15][C:16]([CH2:21][C:22]([O-:24])=[O:23])([C:18]([O-:20])=[O:19])[OH:17].[NH4+:27].[NH4+:27].[NH4+:27].[O:2]=[CH:3][C@@H:4]([C@H:6]([C@@H:8]([C@@H:10]([CH2:12][OH:13])[OH:11])[OH:9])[OH:7])[OH:5]. The yield is 0.0800. (5) The reactants are Br[C:2]1[N:3]=[C:4]2[C:9](=[N:10][CH:11]=1)[N:8]=[CH:7][N:6]([CH3:12])[C:5]2=[O:13].[N:14]1([C:20]([O:22][C:23]([CH3:26])([CH3:25])[CH3:24])=[O:21])[CH2:19][CH2:18][NH:17][CH2:16][CH2:15]1. The catalyst is COCCO. The product is [CH3:12][N:6]1[C:5](=[O:13])[C:4]2[C:9](=[N:10][CH:11]=[C:2]([N:17]3[CH2:16][CH2:15][N:14]([C:20]([O:22][C:23]([CH3:26])([CH3:25])[CH3:24])=[O:21])[CH2:19][CH2:18]3)[N:3]=2)[N:8]=[CH:7]1. The yield is 0.980.